Dataset: Forward reaction prediction with 1.9M reactions from USPTO patents (1976-2016). Task: Predict the product of the given reaction. (1) Given the reactants [C:1]([CH2:4][CH2:5][CH2:6][C:7]1[CH:15]=[CH:14][CH:13]=[CH:12][C:8]=1[C:9]([OH:11])=[O:10])([OH:3])=O.CCN(C(C)C)C(C)C.CN(C(ON1N=NC2C=CC=NC1=2)=[N+](C)C)C.F[P-](F)(F)(F)(F)F.C([O:51][C:52](=[O:64])[CH2:53][C@H:54]([NH2:63])[CH2:55][C:56]1[CH:61]=[CH:60][CH:59]=[CH:58][C:57]=1[Cl:62])C, predict the reaction product. The product is: [C:52]([CH2:53][C@H:54]([NH:63][C:1]([CH2:4][CH2:5][CH2:6][C:7]1[CH:15]=[CH:14][CH:13]=[CH:12][C:8]=1[C:9]([OH:11])=[O:10])=[O:3])[CH2:55][C:56]1[CH:61]=[CH:60][CH:59]=[CH:58][C:57]=1[Cl:62])([OH:64])=[O:51]. (2) Given the reactants Cl[C:2]1[C:7]([C:8]([NH:10][S:11]([C:14]2[CH:19]=[CH:18][CH:17]=[C:16]([N:20]3[CH2:25][CH2:24][CH2:23][CH2:22][CH2:21]3)[N:15]=2)(=[O:13])=[O:12])=[O:9])=[CH:6][CH:5]=[C:4]([N:26]2[CH:30]=[CH:29][C:28]([O:31][CH2:32][C:33]([CH3:36])([CH3:35])[CH3:34])=[N:27]2)[N:3]=1.C(=O)([O-])[O-].[K+].[K+].[CH3:43][C:44]1([CH3:50])[CH2:48][C@H:47]([CH3:49])[CH2:46][NH:45]1, predict the reaction product. The product is: [CH3:34][C:33]([CH3:36])([CH3:35])[CH2:32][O:31][C:28]1[CH:29]=[CH:30][N:26]([C:4]2[N:3]=[C:2]([N:45]3[CH2:46][C@@H:47]([CH3:49])[CH2:48][C:44]3([CH3:50])[CH3:43])[C:7]([C:8]([NH:10][S:11]([C:14]3[CH:19]=[CH:18][CH:17]=[C:16]([N:20]4[CH2:25][CH2:24][CH2:23][CH2:22][CH2:21]4)[N:15]=3)(=[O:13])=[O:12])=[O:9])=[CH:6][CH:5]=2)[N:27]=1.